Dataset: Peptide-MHC class I binding affinity with 185,985 pairs from IEDB/IMGT. Task: Regression. Given a peptide amino acid sequence and an MHC pseudo amino acid sequence, predict their binding affinity value. This is MHC class I binding data. The peptide sequence is MAAVRTTAL. The MHC is HLA-B07:02 with pseudo-sequence HLA-B07:02. The binding affinity (normalized) is 0.898.